This data is from Full USPTO retrosynthesis dataset with 1.9M reactions from patents (1976-2016). The task is: Predict the reactants needed to synthesize the given product. (1) Given the product [F:1][C:2]1[C:32]([F:33])=[CH:31][CH:30]=[CH:29][C:3]=1[O:4][CH2:5][CH2:6][CH2:7][O:8][C:9]1[CH:14]=[CH:13][C:12]([CH:15]2[CH2:20][CH2:19][N:18]([C:21]([O:23][C:24]([CH3:27])([CH3:26])[CH3:25])=[O:22])[CH2:17][CH:16]2[O:28][CH2:35][C:36]2[CH:37]=[CH:38][C:39]3[O:44][CH2:43][C:42](=[O:45])[N:41]([CH2:46][CH2:47][CH2:48][O:49][CH3:50])[C:40]=3[CH:51]=2)=[CH:11][CH:10]=1, predict the reactants needed to synthesize it. The reactants are: [F:1][C:2]1[C:32]([F:33])=[CH:31][CH:30]=[CH:29][C:3]=1[O:4][CH2:5][CH2:6][CH2:7][O:8][C:9]1[CH:14]=[CH:13][C:12]([CH:15]2[CH2:20][CH2:19][N:18]([C:21]([O:23][C:24]([CH3:27])([CH3:26])[CH3:25])=[O:22])[CH2:17][CH:16]2[OH:28])=[CH:11][CH:10]=1.Cl[CH2:35][C:36]1[CH:37]=[CH:38][C:39]2[O:44][CH2:43][C:42](=[O:45])[N:41]([CH2:46][CH2:47][CH2:48][O:49][CH3:50])[C:40]=2[CH:51]=1. (2) Given the product [CH3:27][N:3]1[N:2]=[N:1][C:5]([C:6]2[CH:26]=[CH:25][C:9]3[N:10]([CH2:13][C:14]4[CH:24]=[CH:23][C:17]5[N:18]=[C:19]([S:21][CH3:22])[S:20][C:16]=5[CH:15]=4)[CH:11]=[N:12][C:8]=3[CH:7]=2)=[N:4]1, predict the reactants needed to synthesize it. The reactants are: [N:1]1[NH:2][N:3]=[N:4][C:5]=1[C:6]1[CH:26]=[CH:25][C:9]2[N:10]([CH2:13][C:14]3[CH:24]=[CH:23][C:17]4[N:18]=[C:19]([S:21][CH3:22])[S:20][C:16]=4[CH:15]=3)[CH:11]=[N:12][C:8]=2[CH:7]=1.[C:27]([O-])([O-])=O.[Cs+].[Cs+].IC.